From a dataset of Forward reaction prediction with 1.9M reactions from USPTO patents (1976-2016). Predict the product of the given reaction. (1) Given the reactants [CH3:1][C:2]1[CH:3]=[C:4]([CH:9]([C:20]2[CH:25]=[C:24]([CH3:26])[CH:23]=[C:22]([CH3:27])[CH:21]=2)[N:10]2[CH:15]=[CH:14][CH:13]=[C:12]([C:16](O)=[O:17])[C:11]2=[O:19])[CH:5]=[C:6]([CH3:8])[CH:7]=1.[NH2:28][C@@H:29]([CH2:37][CH2:38][CH2:39][NH:40][C:41]([NH:43][S:44]([C:47]1[C:48]([CH3:61])=[C:49]2[C:54](=[C:55]([CH3:58])[C:56]=1[CH3:57])[O:53][C:52]([CH3:60])([CH3:59])[CH2:51][CH2:50]2)(=[O:46])=[O:45])=[NH:42])[C:30]([O:32][C:33]([CH3:36])([CH3:35])[CH3:34])=[O:31].CN(C(ON1N=NC2C=CC=CC1=2)=[N+](C)C)C.F[P-](F)(F)(F)(F)F.CCN(C(C)C)C(C)C, predict the reaction product. The product is: [CH3:8][C:6]1[CH:5]=[C:4]([CH:9]([C:20]2[CH:25]=[C:24]([CH3:26])[CH:23]=[C:22]([CH3:27])[CH:21]=2)[N:10]2[CH:15]=[CH:14][CH:13]=[C:12]([C:16]([NH:28][C@@H:29]([CH2:37][CH2:38][CH2:39][NH:40][C:41]([NH:43][S:44]([C:47]3[C:48]([CH3:61])=[C:49]4[C:54](=[C:55]([CH3:58])[C:56]=3[CH3:57])[O:53][C:52]([CH3:60])([CH3:59])[CH2:51][CH2:50]4)(=[O:45])=[O:46])=[NH:42])[C:30]([O:32][C:33]([CH3:34])([CH3:35])[CH3:36])=[O:31])=[O:17])[C:11]2=[O:19])[CH:3]=[C:2]([CH3:1])[CH:7]=1. (2) Given the reactants [CH3:1][C:2]1[CH:3]=[C:4]([CH2:8][C:9](=[O:11])[CH3:10])[CH:5]=[CH:6][CH:7]=1.[ClH:12].[CH3:13][NH:14][CH3:15].[CH2:16]=O, predict the reaction product. The product is: [ClH:12].[CH3:13][N:14]([CH3:16])[CH2:15][CH:8]([C:4]1[CH:3]=[C:2]([CH3:1])[CH:7]=[CH:6][CH:5]=1)[C:9](=[O:11])[CH3:10].